From a dataset of Forward reaction prediction with 1.9M reactions from USPTO patents (1976-2016). Predict the product of the given reaction. (1) Given the reactants [OH:1][CH2:2][CH2:3][CH2:4][CH2:5][C:6]1[CH:25]=[CH:24][C:9]([CH2:10][S:11][C:12]2[O:13][C:14]3[C:19]([C:20](=[O:23])[C:21]=2[CH3:22])=[CH:18][CH:17]=[CH:16][CH:15]=3)=[CH:8][CH:7]=1.[S:26](Cl)([C:29]1[CH:35]=[CH:34][C:32]([CH3:33])=[CH:31][CH:30]=1)(=[O:28])=[O:27], predict the reaction product. The product is: [CH3:22][C:21]1[C:20](=[O:23])[C:19]2[C:14](=[CH:15][CH:16]=[CH:17][CH:18]=2)[O:13][C:12]=1[S:11][CH2:10][C:9]1[CH:8]=[CH:7][C:6]([CH2:5][CH2:4][CH2:3][CH2:2][O:1][S:26]([C:29]2[CH:35]=[CH:34][C:32]([CH3:33])=[CH:31][CH:30]=2)(=[O:28])=[O:27])=[CH:25][CH:24]=1. (2) Given the reactants [Br:1][C:2]1[CH:3]=[CH:4][C:5]([Cl:11])=[C:6]([CH:10]=1)[C:7](O)=O.[C:12]1([NH2:19])[CH:17]=[CH:16][CH:15]=[CH:14][C:13]=1[NH2:18].CS(O)(=O)=O, predict the reaction product. The product is: [Br:1][C:2]1[CH:3]=[CH:4][C:5]([Cl:11])=[C:6]([C:7]2[NH:19][C:12]3[CH:17]=[CH:16][CH:15]=[CH:14][C:13]=3[N:18]=2)[CH:10]=1. (3) Given the reactants [C:1]1([S:7][C:8]2[CH:17]=[CH:16][C:11]([C:12]([O:14]C)=[O:13])=[CH:10][CH:9]=2)[CH:6]=[CH:5][CH:4]=[CH:3][CH:2]=1.O.[OH-].[Li+].O1CCCC1.Cl, predict the reaction product. The product is: [C:1]1([S:7][C:8]2[CH:17]=[CH:16][C:11]([C:12]([OH:14])=[O:13])=[CH:10][CH:9]=2)[CH:2]=[CH:3][CH:4]=[CH:5][CH:6]=1. (4) The product is: [CH2:1]([O:8][C:9]1[C:14]([O:15][CH3:16])=[CH:13][C:12]([CH2:17][C:19]2[C:27]3[C:22](=[N:23][CH:24]=[C:25]([Cl:28])[CH:26]=3)[NH:21][CH:20]=2)=[C:11]([F:29])[CH:10]=1)[C:2]1[CH:3]=[CH:4][CH:5]=[CH:6][CH:7]=1. Given the reactants [CH2:1]([O:8][C:9]1[C:14]([O:15][CH3:16])=[CH:13][C:12]([CH:17]([C:19]2[C:27]3[C:22](=[N:23][CH:24]=[C:25]([Cl:28])[CH:26]=3)[NH:21][CH:20]=2)O)=[C:11]([F:29])[CH:10]=1)[C:2]1[CH:7]=[CH:6][CH:5]=[CH:4][CH:3]=1.C(OC1C(OC)=CC(C(OC)C2C3C(=NC=C(Cl)C=3)NC=2)=C(F)C=1)C1C=CC=CC=1.FC(F)(F)C(O)=O.C([SiH](CC)CC)C, predict the reaction product. (5) Given the reactants [CH:1]([C:3]1[CH:8]=[CH:7][N:6]=[C:5]([C:9]#[N:10])[CH:4]=1)=O.Br.Br.Br.[CH2:14]([C:16]1[C:17]([C:24]2[CH:32]=[C:31]3[C:27]([C:28]([C:33]4[NH:34][C:35]5[CH2:40][CH2:39][NH:38][CH2:37][C:36]=5[N:41]=4)=[N:29][NH:30]3)=[CH:26][CH:25]=2)=[CH:18][C:19]([F:23])=[C:20]([OH:22])[CH:21]=1)[CH3:15], predict the reaction product. The product is: [CH2:14]([C:16]1[CH:21]=[C:20]([OH:22])[C:19]([F:23])=[CH:18][C:17]=1[C:24]1[CH:32]=[C:31]2[C:27]([C:28]([C:33]3[NH:34][C:35]4[CH2:40][CH2:39][N:38]([CH2:1][C:3]5[CH:8]=[CH:7][N:6]=[C:5]([C:9]#[N:10])[CH:4]=5)[CH2:37][C:36]=4[N:41]=3)=[N:29][NH:30]2)=[CH:26][CH:25]=1)[CH3:15]. (6) Given the reactants [C:1]([C:4]1[C:34](=[O:35])[C@@:8]2([CH3:36])[C:9]3[C:15]([OH:16])=[CH:14][C:13]([O:17][CH3:18])=[C:12]([C:19]([NH:21][CH2:22][C:23]4[C:32]5[C:27](=[CH:28][CH:29]=[CH:30][CH:31]=5)[CH:26]=[CH:25][C:24]=4[CH3:33])=[O:20])[C:10]=3[O:11][C:7]2=[CH:6][C:5]=1[OH:37])(=O)[CH3:2].[OH:38][CH2:39][CH2:40][O:41][NH2:42], predict the reaction product. The product is: [OH:16][C:15]1[C:9]2[C@:8]3([CH3:36])[C:34](=[O:35])[C:4](/[C:1](=[N:42]/[O:41][CH2:40][CH2:39][OH:38])/[CH3:2])=[C:5]([OH:37])[CH:6]=[C:7]3[O:11][C:10]=2[C:12]([C:19]([NH:21][CH2:22][C:23]2[C:32]3[C:27](=[CH:28][CH:29]=[CH:30][CH:31]=3)[CH:26]=[CH:25][C:24]=2[CH3:33])=[O:20])=[C:13]([O:17][CH3:18])[CH:14]=1. (7) Given the reactants [Cl:1][C:2]1[C:18]([I:19])=[CH:17][C:5]2[C:6](=O)/[C:7](=[CH:12]\N(C)C)/[CH2:8][C:9](=[O:11])[NH:10][C:4]=2[CH:3]=1.Cl.[NH2:21][C:22]([NH2:24])=[NH:23].C(=O)([O-])[O-].[K+].[K+].O, predict the reaction product. The product is: [NH2:23][C:22]1[N:24]=[CH:12][C:7]2[CH2:8][C:9](=[O:11])[NH:10][C:4]3[CH:3]=[C:2]([Cl:1])[C:18]([I:19])=[CH:17][C:5]=3[C:6]=2[N:21]=1. (8) Given the reactants [CH2:1]1[C:10]2[C:5](=[CH:6][CH:7]=[C:8]([NH:11][C:12]3[N:17]=[C:16]([C:18]4[C:19]([C:27]5[CH:28]=[C:29]([NH:33][C:34](=[O:41])[C:35]6[CH:40]=[CH:39][CH:38]=[CH:37][CH:36]=6)[CH:30]=[CH:31][CH:32]=5)=[N:20][N:21]5[CH:26]=[CH:25][CH:24]=[CH:23][C:22]=45)[CH:15]=[CH:14][N:13]=3)[CH:9]=2)[CH2:4][CH2:3][NH:2]1.[CH2:42](Cl)Cl.CO.C=O.C(O[BH-](OC(=O)C)OC(=O)C)(=O)C.[Na+], predict the reaction product. The product is: [CH3:42][N:2]1[CH2:3][CH2:4][C:5]2[C:10](=[CH:9][C:8]([NH:11][C:12]3[N:17]=[C:16]([C:18]4[C:19]([C:27]5[CH:28]=[C:29]([NH:33][C:34](=[O:41])[C:35]6[CH:36]=[CH:37][CH:38]=[CH:39][CH:40]=6)[CH:30]=[CH:31][CH:32]=5)=[N:20][N:21]5[CH:26]=[CH:25][CH:24]=[CH:23][C:22]=45)[CH:15]=[CH:14][N:13]=3)=[CH:7][CH:6]=2)[CH2:1]1. (9) Given the reactants [OH:1][C@@H:2]([CH3:8])[C:3]([O:5][CH2:6][CH3:7])=[O:4].N1C=CN=C1.[Si:14](Cl)([C:17]([CH3:20])([CH3:19])[CH3:18])([CH3:16])[CH3:15], predict the reaction product. The product is: [Si:14]([O:1][C@@H:2]([CH3:8])[C:3]([O:5][CH2:6][CH3:7])=[O:4])([C:17]([CH3:20])([CH3:19])[CH3:18])([CH3:16])[CH3:15]. (10) Given the reactants I[C:2]1[CH:7]=[CH:6][C:5]([S:8]([CH3:11])(=[O:10])=[O:9])=[CH:4][C:3]=1[C:12]([N:14]1[CH2:19][CH2:18][N:17]([C:20]2[CH:25]=[CH:24][C:23]([C:26]([F:29])([F:28])[F:27])=[CH:22][CH:21]=2)[CH2:16][CH2:15]1)=[O:13].[CH3:30][C:31]1[CH:32]=[N:33][NH:34][CH:35]=1, predict the reaction product. The product is: [CH3:11][S:8]([C:5]1[CH:6]=[CH:7][C:2]([N:33]2[CH:32]=[C:31]([CH3:30])[CH:35]=[N:34]2)=[C:3]([C:12]([N:14]2[CH2:19][CH2:18][N:17]([C:20]3[CH:25]=[CH:24][C:23]([C:26]([F:29])([F:28])[F:27])=[CH:22][CH:21]=3)[CH2:16][CH2:15]2)=[O:13])[CH:4]=1)(=[O:10])=[O:9].